This data is from Reaction yield outcomes from USPTO patents with 853,638 reactions. The task is: Predict the reaction yield, written as a fraction of the theoretical maximum amount of product (1.0 means a 100% yield; for example, 0.34 means a 34% yield). (1) The reactants are [N:1]1[C:8]([Cl:9])=[N:7][C:5](Cl)=[N:4][C:2]=1[Cl:3].[CH3:10][CH:11]1[CH2:16][O:15][CH2:14][CH:13]([CH3:17])[NH:12]1. No catalyst specified. The product is [Cl:9][C:8]1[N:1]=[C:2]([Cl:3])[N:4]=[C:5]([N:12]2[CH:13]([CH3:17])[CH2:14][O:15][CH2:16][CH:11]2[CH3:10])[N:7]=1. The yield is 0.350. (2) The reactants are [CH:1]([C:9]1[CH:14]=[CH:13][C:12]([C:15]2[C:19]3[CH2:20][C:21]4[S:22][CH:23]=[CH:24][C:25]=4[C:18]=3[N:17](COCC[Si](C)(C)C)[N:16]=2)=[CH:11][CH:10]=1)=[CH:2][C:3]1[CH:8]=[CH:7][CH:6]=[CH:5][CH:4]=1.Cl. The catalyst is CO. The product is [CH:1]([C:9]1[CH:10]=[CH:11][C:12]([C:15]2[C:19]3[CH2:20][C:21]4[S:22][CH:23]=[CH:24][C:25]=4[C:18]=3[NH:17][N:16]=2)=[CH:13][CH:14]=1)=[CH:2][C:3]1[CH:4]=[CH:5][CH:6]=[CH:7][CH:8]=1. The yield is 0.890. (3) The reactants are [NH2:1][C:2]1[CH:43]=[CH:42][C:5]([C:6]([NH:8][CH:9]2[CH2:12][C:11]3([CH2:15][CH:14]([NH:16][C:17]4[N:22]=[C:21]([C:23]5[C:31]6[C:26](=[CH:27][CH:28]=[CH:29][CH:30]=6)[N:25](S(C6C=CC=CC=6)(=O)=O)[CH:24]=5)[C:20]([Cl:41])=[CH:19][N:18]=4)[CH2:13]3)[CH2:10]2)=[O:7])=[CH:4][CH:3]=1.[OH-].[Na+]. The catalyst is O1CCOCC1.C(Cl)Cl. The product is [NH2:1][C:2]1[CH:43]=[CH:42][C:5]([C:6]([NH:8][CH:9]2[CH2:10][C:11]3([CH2:15][CH:14]([NH:16][C:17]4[N:22]=[C:21]([C:23]5[C:31]6[C:26](=[CH:27][CH:28]=[CH:29][CH:30]=6)[NH:25][CH:24]=5)[C:20]([Cl:41])=[CH:19][N:18]=4)[CH2:13]3)[CH2:12]2)=[O:7])=[CH:4][CH:3]=1. The yield is 0.900. (4) The reactants are CC1[N:3]([C:8]2[N:13]=[C:12]([C:14]3[CH:19]=[C:18]([CH2:20][CH3:21])[C:17]([OH:22])=[CH:16][C:15]=3[O:23][CH3:24])[CH:11]=[CH:10][CH:9]=2)C(C)=CC=1.Cl.NO.C(OCC)(=O)C.CCCCCC. The catalyst is C(O)C.O. The product is [NH2:3][C:8]1[N:13]=[C:12]([C:14]2[C:15]([O:23][CH3:24])=[CH:16][C:17]([OH:22])=[C:18]([CH2:20][CH3:21])[CH:19]=2)[CH:11]=[CH:10][CH:9]=1. The yield is 0.550. (5) The reactants are [Cl:1][C:2]1[C:3]([F:31])=[C:4]([CH:8]2[C:12]([C:15]3[CH:20]=[CH:19][C:18]([Cl:21])=[CH:17][C:16]=3[F:22])([C:13]#[N:14])[CH:11]([CH2:23][C:24]([CH3:27])([CH3:26])[CH3:25])[NH:10][CH:9]2[C:28](O)=[O:29])[CH:5]=[CH:6][CH:7]=1.[CH3:32][C:33]([O:42][CH2:43][C@@H:44]1[CH2:46][O:45]1)([CH3:41])[CH2:34][N:35]1[CH:39]=[CH:38][C:37]([NH2:40])=[N:36]1.CN(C(ON1N=NC2C=CC=NC1=2)=[N+](C)C)C.F[P-](F)(F)(F)(F)F.CCN(C(C)C)C(C)C. The catalyst is C(Cl)Cl. The product is [CH3:41][C:33]([O:42][CH2:43][C@@H:44]1[CH2:46][O:45]1)([CH3:32])[CH2:34][N:35]1[CH:39]=[CH:38][C:37]([NH:40][C:28]([CH:9]2[CH:8]([C:4]3[CH:5]=[CH:6][CH:7]=[C:2]([Cl:1])[C:3]=3[F:31])[C:12]([C:15]3[CH:20]=[CH:19][C:18]([Cl:21])=[CH:17][C:16]=3[F:22])([C:13]#[N:14])[CH:11]([CH2:23][C:24]([CH3:27])([CH3:26])[CH3:25])[NH:10]2)=[O:29])=[N:36]1. The yield is 0.354. (6) The reactants are [CH3:1][C:2]1[N:3]=[CH:4][O:5][C:6]=1[C:7]([OH:9])=O.O1CCCC1.C(Cl)(=O)C(Cl)=O.[NH2:21][C:22]1[CH:23]=[C:24]([CH:41]=[CH:42][C:43]=1[F:44])[O:25][C:26]1[CH:27]=[CH:28][C:29]2[N:30]([CH:32]=[C:33]([NH:35][C:36]([CH:38]3[CH2:40][CH2:39]3)=[O:37])[N:34]=2)[N:31]=1. The catalyst is CN(C)C=O.CN(C)C(=O)C. The product is [CH:38]1([C:36]([NH:35][C:33]2[N:34]=[C:29]3[CH:28]=[CH:27][C:26]([O:25][C:24]4[CH:41]=[CH:42][C:43]([F:44])=[C:22]([NH:21][C:7]([C:6]5[O:5][CH:4]=[N:3][C:2]=5[CH3:1])=[O:9])[CH:23]=4)=[N:31][N:30]3[CH:32]=2)=[O:37])[CH2:39][CH2:40]1. The yield is 0.840. (7) The reactants are [O:1]1[CH2:6][CH2:5][N:4]([C:7]2[S:8][C:9]([C:16]([O:18]CC)=[O:17])=[C:10]([C:12]([F:15])([F:14])[F:13])[N:11]=2)[CH2:3][CH2:2]1.[OH-].[Na+].O. The catalyst is CO. The product is [O:1]1[CH2:6][CH2:5][N:4]([C:7]2[S:8][C:9]([C:16]([OH:18])=[O:17])=[C:10]([C:12]([F:14])([F:13])[F:15])[N:11]=2)[CH2:3][CH2:2]1. The yield is 0.990. (8) The reactants are [NH2:1][C:2]1[NH:6][N:5]=[C:4]([C:7]([O:9][CH2:10][CH3:11])=[O:8])[CH:3]=1.[C:12]([CH:15]([CH2:21][C:22]([O:24][CH2:25][CH3:26])=[O:23])[C:16](OCC)=[O:17])(=O)[CH3:13]. The catalyst is CC1C=CC=CC=1C.CC1C=CC(S(O)(=O)=O)=CC=1.O. The product is [CH2:25]([O:24][C:22](=[O:23])[CH2:21][C:15]1[C:12]([CH3:13])=[N:1][C:2]2[N:6]([N:5]=[C:4]([C:7]([O:9][CH2:10][CH3:11])=[O:8])[CH:3]=2)[C:16]=1[OH:17])[CH3:26]. The yield is 0.750. (9) The product is [Cl:31][C:32]1[CH:37]=[C:36]([NH:38][C:39]2[N:41]=[C:8]([C:6]3[CH:5]=[CH:4][N:3]=[C:2]([Cl:1])[CH:7]=3)[CH:9]=[CH:10][N:40]=2)[CH:35]=[CH:34][N:33]=1. The yield is 0.370. The catalyst is CC(O)C. The reactants are [Cl:1][C:2]1[CH:7]=[C:6]([C:8](=O)[CH:9]=[CH:10]N(C)C)[CH:5]=[CH:4][N:3]=1.[OH-].[Na+].FC(F)(F)C(O)=O.FC(F)(F)C(O)=O.[Cl:31][C:32]1[CH:37]=[C:36]([NH:38][C:39]([NH2:41])=[NH:40])[CH:35]=[CH:34][N:33]=1.